From a dataset of Reaction yield outcomes from USPTO patents with 853,638 reactions. Predict the reaction yield, written as a fraction of the theoretical maximum amount of product (1.0 means a 100% yield; for example, 0.34 means a 34% yield). (1) The reactants are C(OC[N:9]1[C:18](=[O:19])[C:17]2[C:12](=[CH:13][CH:14]=[CH:15][C:16]=2[OH:20])[N:11]=[CH:10]1)(=O)C(C)(C)C.C1(P(C2C=CC=CC=2)C2C=CC=CC=2)C=CC=CC=1.[CH3:40][N:41]([CH3:47])[C:42](=[O:46])[C@@H:43]([CH3:45])O. The catalyst is C(Cl)Cl. The product is [CH3:40][N:41]([CH3:47])[C:42](=[O:46])[C@@H:43]([O:20][C:16]1[CH:15]=[CH:14][CH:13]=[C:12]2[C:17]=1[C:18](=[O:19])[NH:9][CH:10]=[N:11]2)[CH3:45]. The yield is 0.660. (2) The reactants are [I:1][C:2]1[CH:9]=[CH:8][CH:7]=[CH:6][C:3]=1[CH2:4][OH:5].[Cr](Cl)(O)(=O)=O.N1C=CC=CC=1. The catalyst is ClCCl. The product is [I:1][C:2]1[CH:9]=[CH:8][CH:7]=[CH:6][C:3]=1[CH:4]=[O:5]. The yield is 0.920. (3) The reactants are Cl[C:2]1[N:3]=[C:4]([O:29][CH:30]2[CH2:35][CH2:34][O:33][CH2:32][CH2:31]2)[C:5]2[C:10]([C:11]3[CH:12]=[CH:13][C:14]([C:17]([NH:19][CH3:20])=[O:18])=[N:15][CH:16]=3)=[CH:9][N:8](COCC[Si](C)(C)C)[C:6]=2[N:7]=1.[NH2:36][C:37]1[CH:47]=[CH:46][C:40]([C:41]([N:43]([CH3:45])[CH3:44])=[O:42])=[CH:39][C:38]=1[CH3:48].CC1(C)C2C=CC=C(P(C3C=CC=CC=3)C3C=CC=CC=3)C=2OC2C1=CC=CC=2P(C1C=CC=CC=1)C1C=CC=CC=1.C(=O)([O-])[O-].[Cs+].[Cs+]. The catalyst is C1C=CC(/C=C/C(/C=C/C2C=CC=CC=2)=O)=CC=1.C1C=CC(/C=C/C(/C=C/C2C=CC=CC=2)=O)=CC=1.C1C=CC(/C=C/C(/C=C/C2C=CC=CC=2)=O)=CC=1.[Pd].[Pd].O1CCOCC1. The product is [CH3:44][N:43]([CH3:45])[C:41]([C:40]1[CH:46]=[CH:47][C:37]([NH:36][C:2]2[N:3]=[C:4]([O:29][CH:30]3[CH2:35][CH2:34][O:33][CH2:32][CH2:31]3)[C:5]3[C:10]([C:11]4[CH:12]=[CH:13][C:14]([C:17]([NH:19][CH3:20])=[O:18])=[N:15][CH:16]=4)=[CH:9][NH:8][C:6]=3[N:7]=2)=[C:38]([CH3:48])[CH:39]=1)=[O:42]. The yield is 0.210. (4) The reactants are [C:1]1(=[O:11])[NH:5][C:4](=[O:6])[C:3]2=[CH:7][CH:8]=[CH:9][CH:10]=[C:2]12.[K].Br[CH2:14][CH2:15][CH2:16][CH2:17][C:18]([CH3:28])([CH3:27])[CH2:19][O:20][CH:21]1[CH2:26][CH2:25][CH2:24][CH2:23][O:22]1. The yield is 0.900. The catalyst is CN(C=O)C. The product is [CH3:27][C:18]([CH3:28])([CH2:17][CH2:16][CH:15]([N:5]1[C:1](=[O:11])[C:2]2=[CH:10][CH:9]=[CH:8][CH:7]=[C:3]2[C:4]1=[O:6])[CH3:14])[CH2:19][O:20][CH:21]1[CH2:26][CH2:25][CH2:24][CH2:23][O:22]1. (5) The reactants are CC([CH:5]1[CH2:11][N:10](C([O-])=O)[CH2:9][C:8]2[CH:15]=[C:16]([C:19]3[CH:20]=[C:21]4[NH:27][C:26]([NH:28][C:29]([O:31]CC5C=CC=CC=5)=[O:30])=[N:25][C:22]4=[N:23][CH:24]=3)[CH:17]=[CH:18][C:7]=2[O:6]1)(C)C.[ClH:39]. The catalyst is CO.O1CCOCC1. The product is [ClH:39].[C:8]1([CH2:9][N:28]([C:26]2[NH:27][C:21]3[C:22]([N:25]=2)=[N:23][CH:24]=[C:19]([C:16]2[CH:17]=[CH:18][C:7]4[O:6][CH2:5][CH2:11][NH:10][CH2:9][C:8]=4[CH:15]=2)[CH:20]=3)[C:29](=[O:30])[OH:31])[CH:15]=[CH:16][CH:17]=[CH:18][CH:7]=1. The yield is 0.760. (6) The reactants are [Br:1][C:2]1[C:3]([O:13][CH3:14])=[C:4](CC#N)[CH:5]=[C:6]([O:8][CH3:9])[CH:7]=1.[CH3:15][C:16]([OH:18])=[O:17]. The catalyst is O.OS(O)(=O)=O. The product is [Br:1][C:2]1[C:3]([O:13][CH3:14])=[C:4]([CH2:15][C:16]([OH:18])=[O:17])[CH:5]=[C:6]([O:8][CH3:9])[CH:7]=1. The yield is 0.550. (7) The reactants are I[C:2]1[CH:7]=[CH:6][N:5]([CH3:8])[C:4](=[O:9])[CH:3]=1.[OH:10][C:11]([CH3:44])([CH3:43])[CH2:12][C@@:13]1([C:37]2[CH:42]=[CH:41][CH:40]=[CH:39][CH:38]=2)[O:18][C:17](=[O:19])[N:16]([C@H:20]([C:22]2[CH:27]=[CH:26][C:25](B3OC(C)(C)C(C)(C)O3)=[CH:24][CH:23]=2)[CH3:21])[CH2:15][CH2:14]1.C([O-])([O-])=O.[Cs+].[Cs+]. The catalyst is O1CCOCC1.Cl[Pd](Cl)([P](C1C=CC=CC=1)(C1C=CC=CC=1)C1C=CC=CC=1)[P](C1C=CC=CC=1)(C1C=CC=CC=1)C1C=CC=CC=1. The product is [OH:10][C:11]([CH3:43])([CH3:44])[CH2:12][C@@:13]1([C:37]2[CH:42]=[CH:41][CH:40]=[CH:39][CH:38]=2)[O:18][C:17](=[O:19])[N:16]([C@H:20]([C:22]2[CH:23]=[CH:24][C:25]([C:2]3[CH:7]=[CH:6][N:5]([CH3:8])[C:4](=[O:9])[CH:3]=3)=[CH:26][CH:27]=2)[CH3:21])[CH2:15][CH2:14]1. The yield is 0.280. (8) The reactants are Br[C:2]1[C:3]([NH2:9])=[N:4][CH:5]=[C:6]([Br:8])[N:7]=1.[Cl:10][C:11]1[CH:18]=[CH:17][CH:16]=[C:15]([Cl:19])[C:12]=1[CH2:13][NH2:14].CCN(C(C)C)C(C)C. The catalyst is C(O)CCC. The product is [Br:8][C:6]1[N:7]=[C:2]([NH:14][CH2:13][C:12]2[C:11]([Cl:10])=[CH:18][CH:17]=[CH:16][C:15]=2[Cl:19])[C:3]([NH2:9])=[N:4][CH:5]=1. The yield is 0.750.